Task: Predict the product of the given reaction.. Dataset: Forward reaction prediction with 1.9M reactions from USPTO patents (1976-2016) (1) Given the reactants [Cl:1][C:2]1[C:3]([F:22])=[C:4]([CH:19]=[CH:20][CH:21]=1)[NH:5][C:6]1[C:15]2[C:10](=[CH:11][C:12]([O:17][CH3:18])=[C:13]([OH:16])[CH:14]=2)[N:9]=[CH:8][N:7]=1.[N+](C1C=CC(S(O[CH:36]2[CH2:41][CH2:40][CH2:39][N:38]([C:42]([O:44][C:45]([CH3:48])([CH3:47])[CH3:46])=[O:43])[CH2:37]2)(=O)=O)=CC=1)([O-])=O.[F-].[Cs+], predict the reaction product. The product is: [Cl:1][C:2]1[C:3]([F:22])=[C:4]([CH:19]=[CH:20][CH:21]=1)[NH:5][C:6]1[C:15]2[C:10](=[CH:11][C:12]([O:17][CH3:18])=[C:13]([O:16][CH:40]3[CH2:41][CH2:36][CH2:37][N:38]([C:42]([O:44][C:45]([CH3:48])([CH3:47])[CH3:46])=[O:43])[CH2:39]3)[CH:14]=2)[N:9]=[CH:8][N:7]=1. (2) The product is: [C:38]([O:37][C:36](=[O:42])[NH:35][C@@H:25]1[C:24](=[O:43])[N:19]2[CH2:20][C@H:21]([OH:23])[CH2:22][C@H:18]2[C:16](=[O:17])[NH:15][C@:10]2([C:8](=[O:9])[NH:7][S:4]([CH:1]3[CH2:2][CH2:3]3)(=[O:6])=[O:5])[CH2:12][C@H:11]2[CH:13]=[CH:14][CH2:30][CH2:29][CH:28]([CH3:33])[CH2:27][C@H:26]1[CH3:34])([CH3:41])([CH3:39])[CH3:40]. Given the reactants [CH:1]1([S:4]([NH:7][C:8]([C@@:10]2([NH:15][C:16]([C@@H:18]3[CH2:22][C@@H:21]([OH:23])[CH2:20][N:19]3[C:24](=[O:43])[C@@H:25]([NH:35][C:36](=[O:42])[O:37][C:38]([CH3:41])([CH3:40])[CH3:39])[C@H:26]([CH3:34])[CH2:27][CH:28]([CH3:33])[CH2:29][CH2:30]C=C)=[O:17])[CH2:12][C@H:11]2[CH:13]=[CH2:14])=[O:9])(=[O:6])=[O:5])[CH2:3][CH2:2]1, predict the reaction product. (3) The product is: [NH2:51][C:47]([CH3:50])([CH3:46])[CH2:48][NH:49][C:33]([NH:1][C:2]1[CH:31]=[CH:30][C:5]([CH2:6][CH:7]2[CH2:12][CH2:11][N:10]([CH2:13][C:14]3[CH:15]=[CH:16][C:17]([C:20]([OH:29])([C:21]([F:22])([F:23])[F:24])[C:25]([F:28])([F:26])[F:27])=[CH:18][CH:19]=3)[CH2:9][CH2:8]2)=[CH:4][C:3]=1[F:32])=[O:34]. Given the reactants [NH2:1][C:2]1[CH:31]=[CH:30][C:5]([CH2:6][CH:7]2[CH2:12][CH2:11][N:10]([CH2:13][C:14]3[CH:19]=[CH:18][C:17]([C:20]([OH:29])([C:25]([F:28])([F:27])[F:26])[C:21]([F:24])([F:23])[F:22])=[CH:16][CH:15]=3)[CH2:9][CH2:8]2)=[CH:4][C:3]=1[F:32].[C:33](Cl)(=O)[O:34]C1C=CC([N+]([O-])=O)=CC=1.[CH3:46][C:47]([NH2:51])([CH3:50])[CH2:48][NH2:49].C(N(CC)CC)C, predict the reaction product. (4) Given the reactants [CH3:1][O:2][C:3](=[O:25])[CH2:4][C:5]1[CH:6]=[C:7]([C:12]2[CH:17]=[CH:16][C:15]([C:18]([F:21])([F:20])[F:19])=[CH:14][C:13]=2[CH2:22][NH:23][CH3:24])[C:8]([F:11])=[CH:9][CH:10]=1.Cl[C:27]([O:29][CH2:30][C:31]1[CH:36]=[CH:35][CH:34]=[CH:33][CH:32]=1)=[O:28], predict the reaction product. The product is: [CH3:1][O:2][C:3](=[O:25])[CH2:4][C:5]1[CH:6]=[C:7]([C:12]2[CH:17]=[CH:16][C:15]([C:18]([F:19])([F:20])[F:21])=[CH:14][C:13]=2[CH2:22][N:23]([C:27]([O:29][CH2:30][C:31]2[CH:36]=[CH:35][CH:34]=[CH:33][CH:32]=2)=[O:28])[CH3:24])[C:8]([F:11])=[CH:9][CH:10]=1. (5) Given the reactants [CH3:1][N:2]([C:8]([O:10][C:11]([CH3:14])([CH3:13])[CH3:12])=[O:9])[CH:3]([CH3:7])[C:4]([OH:6])=O.C1(N=C=NC2CCCCC2)CCCCC1.[C:30]1([C:36]#[C:37][C:38]2[N:43]=[C:42]([NH2:44])[CH:41]=[C:40]([C:45]3[CH:50]=[CH:49][N:48]=[CH:47][CH:46]=3)[CH:39]=2)[CH:35]=[CH:34][CH:33]=[CH:32][CH:31]=1.CCN(C(C)C)C(C)C, predict the reaction product. The product is: [C:11]([O:10][C:8](=[O:9])[N:2]([CH3:1])[CH:3]([C:4](=[O:6])[NH:44][C:42]1[CH:41]=[C:40]([C:45]2[CH:46]=[CH:47][N:48]=[CH:49][CH:50]=2)[CH:39]=[C:38]([C:37]#[C:36][C:30]2[CH:31]=[CH:32][CH:33]=[CH:34][CH:35]=2)[N:43]=1)[CH3:7])([CH3:14])([CH3:13])[CH3:12].